Task: Regression. Given a peptide amino acid sequence and an MHC pseudo amino acid sequence, predict their binding affinity value. This is MHC class I binding data.. Dataset: Peptide-MHC class I binding affinity with 185,985 pairs from IEDB/IMGT (1) The peptide sequence is GSRAYRNAL. The MHC is HLA-A02:16 with pseudo-sequence HLA-A02:16. The binding affinity (normalized) is 0.0847. (2) The peptide sequence is VPLDEDFRKY. The MHC is HLA-B42:01 with pseudo-sequence HLA-B42:01. The binding affinity (normalized) is 0.0176. (3) The peptide sequence is RPPRRGDKF. The MHC is HLA-B07:02 with pseudo-sequence HLA-B07:02. The binding affinity (normalized) is 0.500. (4) The peptide sequence is KIGMFNLTF. The MHC is HLA-B08:01 with pseudo-sequence HLA-B08:01. The binding affinity (normalized) is 0.0300. (5) The binding affinity (normalized) is 1.00. The peptide sequence is AMNENMETM. The MHC is H-2-Db with pseudo-sequence H-2-Db. (6) The peptide sequence is LMLEYQRL. The MHC is H-2-Db with pseudo-sequence H-2-Db. The binding affinity (normalized) is 0. (7) The peptide sequence is KINRSKTPY. The MHC is HLA-B08:02 with pseudo-sequence HLA-B08:02. The binding affinity (normalized) is 0.0847. (8) The peptide sequence is KELYPLTSL. The MHC is HLA-A29:02 with pseudo-sequence HLA-A29:02. The binding affinity (normalized) is 0. (9) The peptide sequence is IHFPKTFGW. The MHC is Mamu-B17 with pseudo-sequence Mamu-B17. The binding affinity (normalized) is 0.930.